This data is from Full USPTO retrosynthesis dataset with 1.9M reactions from patents (1976-2016). The task is: Predict the reactants needed to synthesize the given product. Given the product [CH3:58][C:57]1[N:56]=[C:55]([NH:59][C:60](=[O:66])[O:61][C:62]([CH3:65])([CH3:63])[CH3:64])[CH:54]=[N:53][C:52]=1[CH2:51][NH:50][C:18]([C:16]1[N:15]=[N:14][N:13]([CH2:12][C:7]2[CH:8]=[C:9]3[C:4](=[CH:5][CH:6]=2)[N:3]=[C:2]([CH3:1])[CH:11]=[CH:10]3)[CH:17]=1)=[O:20], predict the reactants needed to synthesize it. The reactants are: [CH3:1][C:2]1[CH:11]=[CH:10][C:9]2[C:4](=[CH:5][CH:6]=[C:7]([CH2:12][N:13]3[CH:17]=[C:16]([C:18]([OH:20])=O)[N:15]=[N:14]3)[CH:8]=2)[N:3]=1.CCN=C=NCCCN(C)C.Cl.C1C=NC2N(O)N=NC=2C=1.CN1CCOCC1.[NH2:50][CH2:51][C:52]1[N:53]=[CH:54][C:55]([NH:59][C:60](=[O:66])[O:61][C:62]([CH3:65])([CH3:64])[CH3:63])=[N:56][C:57]=1[CH3:58].